Dataset: CYP3A4 inhibition data for predicting drug metabolism from PubChem BioAssay. Task: Regression/Classification. Given a drug SMILES string, predict its absorption, distribution, metabolism, or excretion properties. Task type varies by dataset: regression for continuous measurements (e.g., permeability, clearance, half-life) or binary classification for categorical outcomes (e.g., BBB penetration, CYP inhibition). Dataset: cyp3a4_veith. The compound is OC[C@@H]1O[C@@H](n2cnc3c(SCc4ccccc4)ncnc32)[C@@H](O)[C@H]1O. The result is 0 (non-inhibitor).